Dataset: Reaction yield outcomes from USPTO patents with 853,638 reactions. Task: Predict the reaction yield, written as a fraction of the theoretical maximum amount of product (1.0 means a 100% yield; for example, 0.34 means a 34% yield). (1) The reactants are C([O:3][C:4](=[O:23])[CH:5]([C:11]1[C:12]([F:22])=[C:13]2[C:18](=[CH:19][C:20]=1[F:21])[N:17]=[CH:16][CH:15]=[CH:14]2)C(OCC)=O)C.[OH-].[Na+].Cl. The catalyst is C(O)C. The product is [F:22][C:12]1[C:11]([CH2:5][C:4]([OH:23])=[O:3])=[C:20]([F:21])[CH:19]=[C:18]2[C:13]=1[CH:14]=[CH:15][CH:16]=[N:17]2. The yield is 0.701. (2) The reactants are [OH:1][C@@H:2]1[CH:7]2[CH2:8][CH2:9][N:4]([CH2:5][CH2:6]2)[CH2:3]1.[Br:10][CH2:11][CH2:12][O:13][CH2:14][CH2:15][O:16][CH3:17]. The catalyst is O1CCCC1. The product is [Br-:10].[OH:1][C@@H:2]1[CH:7]2[CH2:8][CH2:9][N+:4]([CH2:11][CH2:12][O:13][CH2:14][CH2:15][O:16][CH3:17])([CH2:5][CH2:6]2)[CH2:3]1. The yield is 1.00. (3) The reactants are Cl[C:2]1[C:11]2[C:6](=[CH:7][CH:8]=[CH:9][CH:10]=2)[N:5]=[CH:4][CH:3]=1.[CH3:12][O:13][C:14]1[CH:19]=[CH:18][C:17]([NH:20][CH3:21])=[CH:16][CH:15]=1. No catalyst specified. The product is [CH3:12][O:13][C:14]1[CH:19]=[CH:18][C:17]([N:20]([CH3:21])[C:2]2[C:11]3[C:6](=[CH:7][CH:8]=[CH:9][CH:10]=3)[N:5]=[CH:4][CH:3]=2)=[CH:16][CH:15]=1. The yield is 0.740. (4) The reactants are [H-].[Na+].[C:3](#[N:7])[CH2:4][C:5]#[N:6].[Cl:8][C:9]1[CH:14]=[CH:13][C:12](I)=[CH:11][CH:10]=1. The catalyst is COCCOC.Cl[Pd](Cl)([P](C1C=CC=CC=1)(C1C=CC=CC=1)C1C=CC=CC=1)[P](C1C=CC=CC=1)(C1C=CC=CC=1)C1C=CC=CC=1. The product is [Cl:8][C:9]1[CH:14]=[CH:13][C:12]([CH:4]([C:3]#[N:7])[C:5]#[N:6])=[CH:11][CH:10]=1. The yield is 0.460. (5) The reactants are [Cl:1][C:2]1[S:6][C:5]([C:7]([OH:9])=O)=[CH:4][C:3]=1[C:10]1[N:14]([CH3:15])[N:13]=[CH:12][C:11]=1[Cl:16].C(N(CC)C(C)C)(C)C.[NH2:26][C@@H:27]([CH2:40][CH:41]1[CH2:46][CH2:45][CH2:44][CH2:43][CH2:42]1)[CH2:28][N:29]1[C:37](=[O:38])[C:36]2[C:31](=[CH:32][CH:33]=[CH:34][CH:35]=2)[C:30]1=[O:39].CC(OC(N[C@H](C(O)=O)CC1C=CC=CC=1C(F)(F)F)=O)(C)C.F[P-](F)(F)(F)(F)F.Br[P+](N1CCCC1)(N1CCCC1)N1CCCC1. The catalyst is C(Cl)Cl. The product is [Cl:1][C:2]1[S:6][C:5]([C:7]([NH:26][C@H:27]([CH2:28][N:29]2[C:37](=[O:38])[C:36]3[C:31](=[CH:32][CH:33]=[CH:34][CH:35]=3)[C:30]2=[O:39])[CH2:40][CH:41]2[CH2:46][CH2:45][CH2:44][CH2:43][CH2:42]2)=[O:9])=[CH:4][C:3]=1[C:10]1[N:14]([CH3:15])[N:13]=[CH:12][C:11]=1[Cl:16]. The yield is 0.710. (6) The reactants are S(Cl)([Cl:3])=O.[CH3:5][C:6]1[CH:15]=[C:14]([CH2:16][N:17]2[C:25]3[C:20](=[CH:21][C:22]([C:26]([OH:28])=O)=[CH:23][CH:24]=3)[CH:19]=[CH:18]2)[C:13]2[CH2:12][CH:11]=[CH:10][CH2:9][C:8]=2[N:7]=1. The catalyst is C(Cl)Cl. The product is [CH3:5][C:6]1[CH:15]=[C:14]([CH2:16][N:17]2[C:25]3[C:20](=[CH:21][C:22]([C:26]([Cl:3])=[O:28])=[CH:23][CH:24]=3)[CH:19]=[CH:18]2)[C:13]2[CH2:12][CH:11]=[CH:10][CH2:9][C:8]=2[N:7]=1. The yield is 0.800. (7) The reactants are [F:1][C:2]1[CH:11]=[CH:10][C:9]2[O:8][CH2:7][C:6]3[CH:12]=[C:13]([C:15](Cl)=[O:16])[S:14][C:5]=3[C:4]=2[CH:3]=1.[Br:18][C:19]1[CH:26]=[CH:25][CH:24]=[CH:23][C:20]=1[NH:21][CH3:22].N1C=CC=CC=1. The catalyst is CN(C1C=CN=CC=1)C.C(Cl)Cl. The product is [Br:18][C:19]1[CH:26]=[CH:25][CH:24]=[CH:23][C:20]=1[N:21]([CH3:22])[C:15]([C:13]1[S:14][C:5]2[C:4]3[CH:3]=[C:2]([F:1])[CH:11]=[CH:10][C:9]=3[O:8][CH2:7][C:6]=2[CH:12]=1)=[O:16]. The yield is 0.240.